This data is from Full USPTO retrosynthesis dataset with 1.9M reactions from patents (1976-2016). The task is: Predict the reactants needed to synthesize the given product. (1) Given the product [Cl:1][C:2]1[C:7]([C:8]([O:10][CH2:11][CH3:12])=[O:9])=[CH:6][N:5]=[C:4]2[NH:13][CH:14]=[CH:15][C:3]=12, predict the reactants needed to synthesize it. The reactants are: [Cl:1][C:2]1[C:7]([C:8]([O:10][CH2:11][CH3:12])=[O:9])=[CH:6][N:5]=[C:4]2[N:13]([Si](C(C)C)(C(C)C)C(C)C)[CH:14]=[CH:15][C:3]=12.CCCC[N+](CCCC)(CCCC)CCCC.[F-]. (2) Given the product [O:5]1[CH:6]=[CH:7][CH:8]=[C:4]1[C:1]([CH2:2][S:63][C:64]#[N:65])=[O:3], predict the reactants needed to synthesize it. The reactants are: [C:1]([C:4]1[O:5][CH:6]=[CH:7][CH:8]=1)(=[O:3])[CH3:2].[Br-].[Br-].[Br-].C([N+](CCCC)(CCCC)CCCC)CCC.C([N+](CCCC)(CCCC)CCCC)CCC.C([N+](CCCC)(CCCC)CCCC)CCC.[S-:63][C:64]#[N:65].[Na+].C(=O)(O)[O-].[Na+]. (3) Given the product [F:14][C:4]1[CH:3]=[C:2]([CH:19]([CH3:20])[C:18]([O:17][CH2:15][CH3:16])=[O:22])[CH:13]=[CH:12][C:5]=1[CH2:6][NH:7][S:8]([CH3:11])(=[O:10])=[O:9], predict the reactants needed to synthesize it. The reactants are: Br[C:2]1[CH:13]=[CH:12][C:5]([CH2:6][NH:7][S:8]([CH3:11])(=[O:10])=[O:9])=[C:4]([F:14])[CH:3]=1.[CH2:15]([O:17][C:18](=[O:22])[CH:19](Cl)[CH3:20])[CH3:16].FC(F)(F)C(O)=O.Cl. (4) Given the product [N+:1]([C:4]1[CH:9]=[CH:8][C:7]([F:11])=[CH:6][CH:5]=1)([O-:3])=[O:2], predict the reactants needed to synthesize it. The reactants are: [N+:1]([C:4]1[CH:9]=[CH:8][C:7](Cl)=[CH:6][CH:5]=1)([O-:3])=[O:2].[F-:11].[K+]. (5) Given the product [NH2:13][C:11]1[S:12][C:21]([NH2:22])=[C:2]([C:1]#[N:7])[CH:4]([C:5]2[O:20][CH:14]=[CH:15][CH:16]=2)[C:10]=1[C:8]#[N:9], predict the reactants needed to synthesize it. The reactants are: [C:1](#[N:7])[CH:2]([CH2:4][C:5]#N)O.[C:8]([CH2:10][C:11]([NH2:13])=[S:12])#[N:9].[CH:14](=[O:20])[C:15]1OC=C[CH:16]=1.[CH3:21][N:22](C=O)C. (6) Given the product [Cl:13][C:14]1[S:18][C:17]([NH:19][S:20]([C:23]2[CH:31]=[CH:30][C:26]([C:27]([NH:8][CH2:7][C:6]3[CH:9]=[CH:10][C:3]([C:2]([F:11])([F:12])[F:1])=[CH:4][CH:5]=3)=[O:28])=[C:25]([C:32]#[N:33])[CH:24]=2)(=[O:22])=[O:21])=[N:16][CH:15]=1, predict the reactants needed to synthesize it. The reactants are: [F:1][C:2]([F:12])([F:11])[C:3]1[CH:10]=[CH:9][C:6]([CH2:7][NH2:8])=[CH:5][CH:4]=1.[Cl:13][C:14]1[S:18][C:17]([NH:19][S:20]([C:23]2[CH:31]=[CH:30][C:26]([C:27](O)=[O:28])=[C:25]([C:32]#[N:33])[CH:24]=2)(=[O:22])=[O:21])=[N:16][CH:15]=1. (7) Given the product [CH2:20]([N:13]([CH2:6][C:7]1[CH:8]=[CH:9][CH:10]=[CH:11][CH:12]=1)[C@@H:14]([C:29](=[O:30])[C:28]([CH3:33])([CH3:32])[CH3:27])[C:15]([O:17][CH2:18][CH3:19])=[O:16])[C:21]1[CH:22]=[CH:23][CH:24]=[CH:25][CH:26]=1, predict the reactants needed to synthesize it. The reactants are: [Li]CCCC.[CH2:6]([N:13]([CH2:20][C:21]1[CH:26]=[CH:25][CH:24]=[CH:23][CH:22]=1)[CH2:14][C:15]([O:17][CH2:18][CH3:19])=[O:16])[C:7]1[CH:12]=[CH:11][CH:10]=[CH:9][CH:8]=1.[CH3:27][C:28]([CH3:33])([CH3:32])[C:29](Cl)=[O:30]. (8) Given the product [O:39]=[C:36]1[CH2:23][CH2:22][CH2:21][N:20]1[CH2:16][CH2:17][CH2:18][NH:19][C:2]1[N:7]=[C:6]([O:8][C:9]2[CH:35]=[CH:34][CH:33]=[CH:32][C:10]=2[CH2:11][NH:12][C:13]([NH:15][C:16]2[N:20]([C:21]3[CH:26]=[CH:25][C:24]([CH3:27])=[CH:23][CH:22]=3)[N:19]=[C:18]([C:28]([CH3:30])([CH3:31])[CH3:29])[CH:17]=2)=[O:14])[CH:5]=[CH:4][N:3]=1, predict the reactants needed to synthesize it. The reactants are: Cl[C:2]1[N:7]=[C:6]([O:8][C:9]2[CH:35]=[CH:34][CH:33]=[CH:32][C:10]=2[CH2:11][NH:12][C:13]([NH:15][C:16]2[N:20]([C:21]3[CH:26]=[CH:25][C:24]([CH3:27])=[CH:23][CH:22]=3)[N:19]=[C:18]([C:28]([CH3:31])([CH3:30])[CH3:29])[CH:17]=2)=[O:14])[CH:5]=[CH:4][N:3]=1.[C:36](=[O:39])([O-])[O-].[Na+].[Na+].